Predict the reactants needed to synthesize the given product. From a dataset of Full USPTO retrosynthesis dataset with 1.9M reactions from patents (1976-2016). (1) Given the product [Br:1][C:2]1[CH:3]=[CH:4][C:5]([NH:10][C:11](=[O:13])[CH3:12])=[N:6][C:7]=1[CH:8]=[N:20][S@:18]([C:15]([CH3:17])([CH3:16])[CH3:14])=[O:19], predict the reactants needed to synthesize it. The reactants are: [Br:1][C:2]1[CH:3]=[CH:4][C:5]([NH:10][C:11](=[O:13])[CH3:12])=[N:6][C:7]=1[CH:8]=O.[CH3:14][C:15]([S@@:18]([NH2:20])=[O:19])([CH3:17])[CH3:16]. (2) Given the product [NH2:1][C:2]1[CH:12]=[C:11]([CH3:13])[C:10]([Br:40])=[CH:9][C:3]=1[C:4]([O:6][CH2:7][CH3:8])=[O:5], predict the reactants needed to synthesize it. The reactants are: [NH2:1][C:2]1[CH:12]=[C:11]([CH3:13])[CH:10]=[CH:9][C:3]=1[C:4]([O:6][CH2:7][CH3:8])=[O:5].C(OC(=O)C1C=C(C(F)(F)F)C(C=O)=C(Cl)C=1N)C.C1C(=O)N([Br:40])C(=O)C1. (3) The reactants are: I[C:2]1[CH:3]=[C:4]([CH:7]=[CH:8][CH:9]=1)[C:5]#[N:6].C([Mg]Cl)(C)C.[Cl:15][C:16]1[CH:21]=[CH:20][C:19]([C:22]2(/[CH:26]=[CH:27]/[N+:28]([O-:30])=[O:29])[CH2:25][CH2:24][CH2:23]2)=[CH:18][CH:17]=1. Given the product [Cl:15][C:16]1[CH:17]=[CH:18][C:19]([C:22]2([CH:26]([C:2]3[CH:3]=[C:4]([CH:7]=[CH:8][CH:9]=3)[C:5]#[N:6])[CH2:27][N+:28]([O-:30])=[O:29])[CH2:23][CH2:24][CH2:25]2)=[CH:20][CH:21]=1, predict the reactants needed to synthesize it. (4) Given the product [Si:14]([O:13][CH2:12][C:11]1[CH:10]=[CH:9][C:4]([C:5]([O:7][CH3:8])=[O:6])=[CH:3][C:2]=1[NH:1][CH:21]=[O:22])([C:17]([CH3:20])([CH3:19])[CH3:18])([CH3:16])[CH3:15], predict the reactants needed to synthesize it. The reactants are: [NH2:1][C:2]1[CH:3]=[C:4]([CH:9]=[CH:10][C:11]=1[CH2:12][O:13][Si:14]([C:17]([CH3:20])([CH3:19])[CH3:18])([CH3:16])[CH3:15])[C:5]([O:7][CH3:8])=[O:6].[CH:21](OCC)=[O:22].